Dataset: Forward reaction prediction with 1.9M reactions from USPTO patents (1976-2016). Task: Predict the product of the given reaction. (1) Given the reactants C(OC(=O)[NH:7][C:8]1[CH:13]=[C:12]([CH3:14])[C:11]([Cl:15])=[CH:10][C:9]=1[NH2:16])(C)(C)C.C(O[C:23](=[O:39])[CH2:24][C:25](=O)[C:26]1[CH:31]=[CH:30][CH:29]=[C:28]([C:32]2[CH:37]=[CH:36][N:35]=[CH:34][N:33]=2)[CH:27]=1)(C)(C)C, predict the reaction product. The product is: [Cl:15][C:11]1[C:12]([CH3:14])=[CH:13][C:8]2[N:7]=[C:25]([C:26]3[CH:31]=[CH:30][CH:29]=[C:28]([C:32]4[CH:37]=[CH:36][N:35]=[CH:34][N:33]=4)[CH:27]=3)[CH2:24][C:23](=[O:39])[NH:16][C:9]=2[CH:10]=1. (2) Given the reactants [CH3:1][O:2][C:3]1[CH:8]=[CH:7][C:6]([CH2:9][C:10]([NH2:12])=[O:11])=[CH:5][C:4]=1[N+:13]([O-])=O.C(OC1C=CC(C(N)=O)=CC=1[N+]([O-])=O)(C)C.C(OC1C=CC(C(N)=O)=CC=1N=C=S)(C)C, predict the reaction product. The product is: [NH2:13][C:4]1[CH:5]=[C:6]([CH2:9][C:10]([NH2:12])=[O:11])[CH:7]=[CH:8][C:3]=1[O:2][CH3:1].